Task: Regression/Classification. Given a drug SMILES string, predict its toxicity properties. Task type varies by dataset: regression for continuous values (e.g., LD50, hERG inhibition percentage) or binary classification for toxic/non-toxic outcomes (e.g., AMES mutagenicity, cardiotoxicity, hepatotoxicity). Dataset: ames.. Dataset: Ames mutagenicity test results for genotoxicity prediction (1) The compound is c1ccc2cc3c(cc2c1)c1c(c2ccccc23)O1. The result is 1 (mutagenic). (2) The drug is O=[N+]([O-])c1cccc2c1c([N+](=O)[O-])cc1cccc([N+](=O)[O-])c12. The result is 1 (mutagenic). (3) The molecule is CS(=O)(=O)OC[C@@H](O)[C@H](O)COS(C)(=O)=O. The result is 1 (mutagenic). (4) The drug is NC(CCC(=O)NC(CSN=O)C(=O)NCC(=O)O)C(=O)O. The result is 1 (mutagenic).